This data is from Full USPTO retrosynthesis dataset with 1.9M reactions from patents (1976-2016). The task is: Predict the reactants needed to synthesize the given product. (1) Given the product [O:12]1[CH:8]([CH2:7][OH:6])[CH2:9][C:10]2[CH:19]=[CH:18][C:17]3[CH2:16][CH2:15][CH2:14][C:13]=3[C:11]1=2, predict the reactants needed to synthesize it. The reactants are: C([Si](C)(C)[O:6][CH2:7][CH:8]1[O:12][C:11]2[C:13]3[CH2:14][CH2:15][CH2:16][C:17]=3[CH:18]=[CH:19][C:10]=2[CH2:9]1)(C)(C)C.[F-].C([N+](CCCC)(CCCC)CCCC)CCC. (2) Given the product [C:44]([C:2]1[CH:3]=[CH:4][C:5]([C:8]2[C:29](/[CH:30]=[CH:31]/[CH2:32][N:33]3[CH2:34][CH2:35][CH2:36][CH2:37][CH2:38]3)=[C:11]3[CH:12]=[C:13]([C:16]([N:18]([CH2:19][CH2:20][CH:21]([CH3:23])[CH3:22])[CH2:24][CH2:25][CH:26]([CH3:28])[CH3:27])=[O:17])[CH:14]=[CH:15][N:10]3[N:9]=2)=[CH:6][CH:7]=1)(=[O:46])[CH3:45], predict the reactants needed to synthesize it. The reactants are: Br[C:2]1[CH:7]=[CH:6][C:5]([C:8]2[C:29](/[CH:30]=[CH:31]/[CH2:32][N:33]3[CH2:38][CH2:37][CH2:36][CH2:35][CH2:34]3)=[C:11]3[CH:12]=[C:13]([C:16]([N:18]([CH2:24][CH2:25][CH:26]([CH3:28])[CH3:27])[CH2:19][CH2:20][CH:21]([CH3:23])[CH3:22])=[O:17])[CH:14]=[CH:15][N:10]3[N:9]=2)=[CH:4][CH:3]=1.C([Sn](CCCC)(CCCC)[C:44]([O:46]CC)=[CH2:45])CCC. (3) Given the product [F:1][C:2]([F:18])([F:19])[C:3]1[CH:4]=[C:5]([CH:9]([C:10]([O:12][C:13]2[C:26]([Cl:31])=[CH:27][C:28]([Cl:30])=[CH:29][C:24]=2[Cl:23])=[O:11])[C:14]([O:16][C:17]2[C:24]([Cl:22])=[CH:29][C:28]([Cl:30])=[CH:27][C:26]=2[Cl:31])=[O:15])[CH:6]=[CH:7][CH:8]=1, predict the reactants needed to synthesize it. The reactants are: [F:1][C:2]([F:19])([F:18])[C:3]1[CH:4]=[C:5]([CH:9]([C:14]([O:16][CH3:17])=[O:15])[C:10]([O:12][CH3:13])=[O:11])[CH:6]=[CH:7][CH:8]=1.[OH-].[Na+].[ClH:22].[Cl:23][C:24]1[CH:29]=[C:28]([Cl:30])[CH:27]=[C:26]([Cl:31])C=1O. (4) Given the product [Cl:22][C:16]1[CH:15]=[C:14]([C:7]2[C:8]([O:12][CH3:13])=[C:9]([F:11])[CH:10]=[C:5]([C:3]([OH:4])=[O:2])[CH:6]=2)[CH:19]=[CH:18][C:17]=1[O:20][CH3:21], predict the reactants needed to synthesize it. The reactants are: C[O:2][C:3]([C:5]1[CH:6]=[C:7]([C:14]2[CH:19]=[CH:18][C:17]([O:20][CH3:21])=[C:16]([Cl:22])[CH:15]=2)[C:8]([O:12][CH3:13])=[C:9]([F:11])[CH:10]=1)=[O:4].CO.[OH-].[Na+].OS([O-])(=O)=O.[Na+].